From a dataset of Reaction yield outcomes from USPTO patents with 853,638 reactions. Predict the reaction yield, written as a fraction of the theoretical maximum amount of product (1.0 means a 100% yield; for example, 0.34 means a 34% yield). (1) The reactants are [CH2:1]([O:8][C:9]1[CH:13]=[C:12]([CH2:14][OH:15])[N:11]([C:16]2[CH:21]=[CH:20][CH:19]=[CH:18][CH:17]=2)[N:10]=1)[C:2]1[CH:7]=[CH:6][CH:5]=[CH:4][CH:3]=1. The catalyst is [O-2].[O-2].[Mn+4].O1CCCC1. The product is [CH2:1]([O:8][C:9]1[CH:13]=[C:12]([CH:14]=[O:15])[N:11]([C:16]2[CH:21]=[CH:20][CH:19]=[CH:18][CH:17]=2)[N:10]=1)[C:2]1[CH:3]=[CH:4][CH:5]=[CH:6][CH:7]=1. The yield is 0.910. (2) The reactants are [H-].[Na+].[F:3][C:4]1[C:5]([CH2:16][N:17]([CH3:25])[C:18](=[O:24])[O:19][C:20]([CH3:23])([CH3:22])[CH3:21])=[CH:6][NH:7][C:8]=1[C:9]1[C:10]([F:15])=[N:11][CH:12]=[CH:13][CH:14]=1.C1OCCOCCOCCOCCOC1.[Cl:41][C:42]1[CH:43]=[C:44]([S:48](Cl)(=[O:50])=[O:49])[CH:45]=[N:46][CH:47]=1. The catalyst is O1CCCC1.O. The product is [Cl:41][C:42]1[CH:43]=[C:44]([S:48]([N:7]2[C:8]([C:9]3[C:10]([F:15])=[N:11][CH:12]=[CH:13][CH:14]=3)=[C:4]([F:3])[C:5]([CH2:16][N:17]([CH3:25])[C:18](=[O:24])[O:19][C:20]([CH3:21])([CH3:22])[CH3:23])=[CH:6]2)(=[O:50])=[O:49])[CH:45]=[N:46][CH:47]=1. The yield is 0.780. (3) The product is [Br:17][C:7]1[N:3]([CH2:1][CH3:2])[N:4]=[C:5]([C:9]2[CH:10]=[N:11][CH:12]=[CH:13][CH:14]=2)[N:6]=1. The reactants are [CH2:1]([N:3]1[C:7](O)=[N:6][C:5]([C:9]2[CH:10]=[N:11][CH:12]=[CH:13][CH:14]=2)=[N:4]1)[CH3:2].P(Br)(Br)([Br:17])=O.C(=O)(O)[O-].[Na+]. No catalyst specified. The yield is 0.502. (4) The reactants are [CH2:1]1[C:5]2([CH2:10][CH2:9][NH:8][CH2:7][CH2:6]2)[CH2:4][CH2:3][N:2]1[C:11]([O:13][C:14]([CH3:17])([CH3:16])[CH3:15])=[O:12].Br[C:19]1[CH:24]=[CH:23][C:22]([F:25])=[CH:21][CH:20]=1.C1C=CC(P(C2C(C3C(P(C4C=CC=CC=4)C4C=CC=CC=4)=CC=C4C=3C=CC=C4)=C3C(C=CC=C3)=CC=2)C2C=CC=CC=2)=CC=1. The catalyst is C1(C)C=CC=CC=1.CC([O-])=O.CC([O-])=O.[Pd+2]. The product is [F:25][C:22]1[CH:23]=[CH:24][C:19]([N:8]2[CH2:7][CH2:6][C:5]3([CH2:1][N:2]([C:11]([O:13][C:14]([CH3:17])([CH3:16])[CH3:15])=[O:12])[CH2:3][CH2:4]3)[CH2:10][CH2:9]2)=[CH:20][CH:21]=1. The yield is 0.280. (5) The reactants are [Cl:1][C:2]1[CH:7]=[CH:6][C:5]([CH:8]2[C:15]3[C:14]([CH3:16])=[N:13][NH:12][C:11]=3[C:10](=[O:17])[N:9]2[CH2:18][C:19]2[CH:24]=[CH:23][C:22]([O:25][CH3:26])=[CH:21][CH:20]=2)=[CH:4][CH:3]=1.[CH:27]1(B(O)O)[CH2:29][CH2:28]1.C([O-])([O-])=O.[Na+].[Na+].N1C=CC=CC=1C1C=CC=CN=1. The catalyst is ClCCCl.C([O-])(=O)C.[Cu+2].C([O-])(=O)C. The product is [Cl:1][C:2]1[CH:7]=[CH:6][C:5]([CH:8]2[C:15]3[C:14]([CH3:16])=[N:13][N:12]([CH:27]4[CH2:29][CH2:28]4)[C:11]=3[C:10](=[O:17])[N:9]2[CH2:18][C:19]2[CH:20]=[CH:21][C:22]([O:25][CH3:26])=[CH:23][CH:24]=2)=[CH:4][CH:3]=1. The yield is 0.320. (6) The reactants are [N:1]1([C:10]([O:12][C:13]([CH3:16])([CH3:15])[CH3:14])=[O:11])[CH2:6][CH2:5][CH2:4][C@@H:3]2[CH2:7][NH:8][CH2:9][C@H:2]12.Br[C:18]1[CH:19]=[CH:20][C:21]([Cl:24])=[N:22][CH:23]=1. No catalyst specified. The product is [Cl:24][C:21]1[N:22]=[CH:23][C:18]([N:8]2[CH2:7][C@@H:3]3[C@@H:2]([N:1]([C:10]([O:12][C:13]([CH3:16])([CH3:15])[CH3:14])=[O:11])[CH2:6][CH2:5][CH2:4]3)[CH2:9]2)=[CH:19][CH:20]=1. The yield is 0.490. (7) The reactants are [CH3:1][C:2]1[O:6][N:5]=[C:4]([C:7]2[CH:12]=[CH:11][CH:10]=[CH:9][CH:8]=2)[C:3]=1[CH2:13][NH:14][C:15]1[CH:23]=[CH:22][C:18]([C:19]([OH:21])=O)=[CH:17][N:16]=1.[CH:24]1([NH2:27])[CH2:26][CH2:25]1. No catalyst specified. The product is [CH:24]1([NH:27][C:19](=[O:21])[C:18]2[CH:22]=[CH:23][C:15]([NH:14][CH2:13][C:3]3[C:4]([C:7]4[CH:8]=[CH:9][CH:10]=[CH:11][CH:12]=4)=[N:5][O:6][C:2]=3[CH3:1])=[N:16][CH:17]=2)[CH2:26][CH2:25]1. The yield is 0.890. (8) The reactants are CC1(C)C(C)(C)OB([C:9]2[CH:10]=[C:11]3[C:17]([C:18]4[N:19](S(C5C=CC(C)=CC=5)(=O)=O)[N:20]=[CH:21][CH:22]=4)=[CH:16][N:15](S(C4C=CC(C)=CC=4)(=O)=O)[C:12]3=[N:13][CH:14]=2)O1.Br[C:45]1[CH:46]=[N:47][CH:48]=[C:49]([CH:53]=1)[C:50]([NH2:52])=[O:51].ClCCl. The product is [N:20]1[NH:19][C:18]([C:17]2[C:11]3[C:12](=[N:13][CH:14]=[C:9]([C:45]4[CH:46]=[N:47][CH:48]=[C:49]([CH:53]=4)[C:50]([NH2:52])=[O:51])[CH:10]=3)[NH:15][CH:16]=2)=[CH:22][CH:21]=1. The catalyst is C1C=CC(P(C2C=CC=CC=2)[C-]2C=CC=C2)=CC=1.C1C=CC(P(C2C=CC=CC=2)[C-]2C=CC=C2)=CC=1.Cl[Pd]Cl.[Fe+2].C(#N)C. The yield is 0.0300.